From a dataset of TCR-epitope binding with 47,182 pairs between 192 epitopes and 23,139 TCRs. Binary Classification. Given a T-cell receptor sequence (or CDR3 region) and an epitope sequence, predict whether binding occurs between them. (1) The epitope is TLIGDCATV. The TCR CDR3 sequence is CSVPGLGEQFF. Result: 1 (the TCR binds to the epitope). (2) The epitope is RQLLFVVEV. The TCR CDR3 sequence is CASSLTGFYEQYF. Result: 1 (the TCR binds to the epitope). (3) The TCR CDR3 sequence is CASSQDLGGAYEQYF. The epitope is VTIAEILLI. Result: 0 (the TCR does not bind to the epitope). (4) The epitope is RLRAEAQVK. The TCR CDR3 sequence is CSAWTSGGLSSYNEQFF. Result: 1 (the TCR binds to the epitope).